Predict the reactants needed to synthesize the given product. From a dataset of Full USPTO retrosynthesis dataset with 1.9M reactions from patents (1976-2016). (1) Given the product [F:1][C:2]1[CH:7]=[CH:6][C:5]([N:8]2[C:13](=[O:14])[C:12]([O:15][CH2:40][CH2:39][CH2:38][CH:37]([CH3:42])[CH3:36])=[C:11]([C:26]3[CH:27]=[CH:28][C:29]([S:32]([CH3:35])(=[O:34])=[O:33])=[CH:30][CH:31]=3)[CH:10]=[N:9]2)=[CH:4][CH:3]=1, predict the reactants needed to synthesize it. The reactants are: [F:1][C:2]1[CH:7]=[CH:6][C:5]([N:8]2[C:13](=[O:14])[C:12]([O:15]S(C3C=CC(C)=CC=3)(=O)=O)=[C:11]([C:26]3[CH:31]=[CH:30][C:29]([S:32]([CH3:35])(=[O:34])=[O:33])=[CH:28][CH:27]=3)[CH:10]=[N:9]2)=[CH:4][CH:3]=1.[CH3:36][CH:37]([CH3:42])[CH2:38][CH2:39][CH2:40]O.N. (2) Given the product [CH3:27][C:26]([CH3:29])([CH3:28])[CH2:25][CH2:24][C:4]1([C:13]([O:15][CH3:16])=[O:14])[C:5]2[C:10](=[CH:9][CH:8]=[CH:7][CH:6]=2)[CH2:11][CH:12]=[C:3]1[O:2][CH3:1], predict the reactants needed to synthesize it. The reactants are: [CH3:1][O:2][C:3]1[CH:12]=[CH:11][C:10]2[C:5](=[CH:6][CH:7]=[CH:8][CH:9]=2)[C:4]=1[C:13]([O:15][CH3:16])=[O:14].C(O)(C)(C)C.N.[K].[CH2:24](I)[CH2:25][C:26]([CH3:29])([CH3:28])[CH3:27]. (3) Given the product [N+:1]([C:4]1[CH:5]=[C:6]([CH2:10][CH:11]([OH:18])[CH2:12][C:13]([O:15][CH2:16][CH3:17])=[O:14])[CH:7]=[CH:8][CH:9]=1)([O-:3])=[O:2], predict the reactants needed to synthesize it. The reactants are: [N+:1]([C:4]1[CH:5]=[C:6]([CH2:10][C:11](=[O:18])[CH2:12][C:13]([O:15][CH2:16][CH3:17])=[O:14])[CH:7]=[CH:8][CH:9]=1)([O-:3])=[O:2].[BH4-].[Na+].Cl. (4) Given the product [CH3:30][N:1]1[C:2]2[C:3]3[CH:4]([CH2:5][N:6]([CH2:11][C:12]([OH:14])=[O:13])[C:7]=3[CH:8]=[CH:9][CH:10]=2)[CH2:19][CH2:20][CH2:21][C:22]1=[O:24], predict the reactants needed to synthesize it. The reactants are: [NH2:1][C:2]1[CH:10]=[CH:9][CH:8]=[C:7]2[C:3]=1[CH:4]([CH2:19][CH2:20][CH2:21][C:22]([O:24]CC)=O)[CH2:5][N:6]2[CH2:11][C:12]([O:14]C(C)(C)C)=[O:13].[OH-].[Li+].Cl.[CH2:30]1COCC1. (5) The reactants are: C(N(C)[CH2:4][CH2:5][N:6]1[C:29](=[O:30])[N:9]2[CH:10]([C:23]3[CH:28]=[CH:27][CH:26]=[CH:25][CH:24]=3)[C:11]3[NH:12][C:13]4[C:18]([C:19]=3[CH2:20][C:8]2([CH3:31])[C:7]1=[O:32])=[CH:17][C:16]([O:21][CH3:22])=[CH:15][CH:14]=4)C.[F:34][CH:35]([F:38])[CH2:36][NH2:37]. Given the product [F:34][CH:35]([F:38])[CH2:36][NH:37][CH2:4][CH2:5][N:6]1[C:29](=[O:30])[N:9]2[CH:10]([C:23]3[CH:24]=[CH:25][CH:26]=[CH:27][CH:28]=3)[C:11]3[NH:12][C:13]4[C:18]([C:19]=3[CH2:20][C:8]2([CH3:31])[C:7]1=[O:32])=[CH:17][C:16]([O:21][CH3:22])=[CH:15][CH:14]=4, predict the reactants needed to synthesize it.